This data is from Drug-target binding data from BindingDB using IC50 measurements. The task is: Regression. Given a target protein amino acid sequence and a drug SMILES string, predict the binding affinity score between them. We predict pIC50 (pIC50 = -log10(IC50 in M); higher means more potent). Dataset: bindingdb_ic50. (1) The compound is CCNC(=O)Oc1ccc(C2=NCCS2)cc1. The target protein (P97612) has sequence MVLSEVWTTLSGVSGVCLACSLLSAAVVLRWTGRQKARGAATRARQKQRASLETMDKAVQRFRLQNPDLDSEALLTLPLLQLVQKLQSGELSPEAVFFTYLGKAWEVNKGTNCVTSYLTDCETQLSQAPRQGLLYGVPVSLKECFSYKGHDSTLGLSLNEGMPSESDCVVVQVLKLQGAVPFVHTNVPQSMLSFDCSNPLFGQTMNPWKSSKSPGGSSGGEGALIGSGGSPLGLGTDIGGSIRFPSAFCGICGLKPTGNRLSKSGLKGCVYGQTAVQLSLGPMARDVESLALCLKALLCEHLFTLDPTVPPLPFREEVYRSSRPLRVGYYETDNYTMPSPAMRRALIETKQRLEAAGHTLIPFLPNNIPYALEVLSAGGLFSDGGRSFLQNFKGDFVDPCLGDLILILRLPSWFKRLLSLLLKPLFPRLAAFLNSMRPRSAEKLWKLQHEIEMYRQSVIAQWKAMNLDVLLTPMLGPALDLNTPGRATGAISYTVLYNCL.... The pIC50 is 4.8. (2) The small molecule is Cc1cn(-c2cc(NC(=O)c3ccc(C)c(NC(=O)c4cncc(-c5cccs5)c4)c3)cc(C(F)(F)F)c2)cn1. The target protein (P49116) has sequence MTSPSPRIQIISTDSAVASPQRIQIVTDQQTGQKIQIVTAVDASGSPKQQFILTSPDGAGTGKVILASPETSSAKQLIFTTSDNLVPGRIQIVTDSASVERLLGKTDVQRPQVVEYCVVCGDKASGRHYGAVSCEGCKGFFKRSVRKNLTYSCRSNQDCIINKHHRNRCQFCRLKKCLEMGMKMESVQSERKPFDVQREKPSNCAASTEKIYIRKDLRSPLIATPTFVADKDGARQTGLLDPGMLVNIQQPLIREDGTVLLATDSKAETSQGALGTLANVVTSLANLSESLNNGDTSEIQPEDQSASEITRAFDTLAKALNTTDSSSSPSLADGIDTSGGGSIHVISRDQSTPIIEVEGPLLSDTHVTFKLTMPSPMPEYLNVHYICESASRLLFLSMHWARSIPAFQALGQDCNTSLVRACWNELFTLGLAQCAQVMSLSTILAAIVNHLQNSIQEDKLSGDRIKQVMEHIWKLQEFCNSMAKLDIDGYEYAYLKAIVL.... The pIC50 is 7.2. (3) The small molecule is N#C/C(=N\Nc1cc(Cl)cc(C(F)(F)F)c1)C(=O)c1noc2ccccc12. The target protein (Q9EQZ6) has sequence MVAAHAAHSQSSAEWIACLDKRPLERSSEDVDIIFTRLKGVKAFEKFHPNLLRQICLCGYYENLEKGITLFRQGDIGTNWYAVLAGSLDVKVSETSSHQDAVTICTLGIGTAFGESILDNTPRHATIVTRESSELLRIEQEDFKALWEKYRQYMAGLLAPPYGVMETGSNNDRIPDKENTPLIEPHVPLRPAHTITKVPSEKILRAGKILRIAILSRAPHMIRDRKYHLKTYRQCCVGTELVDWMIQQTSCVHSRTQAVGMWQVLLEDGVLNHVDQERHFQDKYLFYRFLDDEREDAPLPTEEEKKECDEELQDTMLLLSQMGPDAHMRMILRKPPGQRTVDDLEIIYDELLHIKALSHLSTTVKRELAGVLIFESHAKGGTVLFNQGEEGTSWYIILKGSVNVVIYGKGVVCTLHEGDDFGKLALVNDAPRAASIVLREDNCHFLRVDKEDFNRILRDVEANTVRLKEHDQDVLVLEKVPAGNRAANQGNSQPQQKYTV.... The pIC50 is 5.7. (4) The small molecule is CO[C@H]1CC[C@]2(C=C(c3cc(-c4ccc(Cl)cc4)ccc3C)C(=O)N2)CC1. The target protein sequence is TDSKPITKSKSEANLIPSQEPFPASDNSGETPQRNGEGHTLPKTPSQAEPASHKGPKDAGRRRNSLPPSHQKPPRNPLSSSDAAPSPELQANGTGTQGLEATDTNGLSSSARPQGQQAGSPSKEDKKQANIKRQLMTNFILGSFDDYSSDEDSVAGSSRESTRKGSRASLGALSLEAYLTTGEAETRVPTMRPSMSGLHLVKRGREHKKLDLHRDFTVASPAEFVTRFGGDRVIEKVLIANNGIAAVKCMRSIRRWAYEMFRNERAIRFVVMVTPEDLKANAEYIKMADHYVPVPGGPNNNNYANVELIVDIAKRIPVQAVWAGWGHASENPKLPELLCKNGVAFLGPPSEAMWALGDKIASTVVAQTLQVPTLPWSGSGLTVEWTEDDLQQGKRISVPEDVYDKGCVKDVDEGLEAAERIGFPLMIKASEGGGGKGIRKAESAEDFPILFRQVQSEIPGSPIFLMKLAQHARHLEVQILADQYGNAVSLFGRDCSIQRR.... The pIC50 is 6.1. (5) The small molecule is Cc1nc(C)c(-c2ccc(C34CCC(C(=O)O)(CC3)CC4)cc2)nc1C(N)=O. The target protein (O75907) has sequence MGDRGSSRRRRTGSRPSSHGGGGPAAAEEEVRDAAAGPDVGAAGDAPAPAPNKDGDAGVGSGHWELRCHRLQDSLFSSDSGFSNYRGILNWCVVMLILSNARLFLENLIKYGILVDPIQVVSLFLKDPYSWPAPCLVIAANVFAVAAFQVEKRLAVGALTEQAGLLLHVANLATILCFPAAVVLLVESITPVGSLLALMAHTILFLKLFSYRDVNSWCRRARAKAASAGKKASSAAAPHTVSYPDNLTYRDLYYFLFAPTLCYELNFPRSPRIRKRFLLRRILEMLFFTQLQVGLIQQWMVPTIQNSMKPFKDMDYSRIIERLLKLAVPNHLIWLIFFYWLFHSCLNAVAELMQFGDREFYRDWWNSESVTYFWQNWNIPVHKWCIRHFYKPMLRRGSSKWMARTGVFLASAFFHEYLVSVPLRMFRLWAFTGMMAQIPLAWFVGRFFQGNYGNAAVWLSLIIGQPIAVLMYVHDYYVLNYEAPAAEA. The pIC50 is 7.1. (6) The compound is Cc1cccc(NC(=O)[C@@H](C[C@H](O)[C@@H](N)CN2CC(=O)N(c3ccccc3Cl)CC2(C)C)C(C)C)n1. The target protein (Q6DLS0) has sequence MDGWRRMPRWGLLLLLWGSCTFGLPTDTTTFKRIFLKRMPSIRESLKERGVDMARLGPEWSQPMKRLALGNTTSSVILTNYMDTQYYGEIGIGTPPQTFKVVFDTGSSNVWVPSSKCSRLYTACVYHKLFDASDSSSYKHNGTELTLRYSTGTVSGFLSQDIITVGGITVTQMFGEVTEMPALPFMLAEFDGVVGMGFIEQAIGRVTPIFDNILSQGVLKEDVFSFYYNRDSENAQSLGGQIVLGGSDPQHYEGNFHYINLIKTGVWQIQMKGVSVGSSTLLCEDGCLALVDTGASYISGSTSSIEKLMEALGAKKRLFDYVVKCNEGPTLPDISFHLGGKEYTLTSADYVFQESYSSKKLCTLAIHAMDIPPPTGPTWALGATFIRKFYTEFDRRNNRIGFALAR. The pIC50 is 7.3. (7) The small molecule is CCCCC1(O)CCN(CCCC(C#N)(c2ccccc2)c2ccccc2)CC1. The target protein (P69332) has sequence MTPTTTTAELTTEFDYDEDATPCVFTDVLNQSKPVTLFLYGVVFLFGSIGNFLVIFTITWRRRIQCSGDVYFINLAAADLLFVCTLPLWMQYLLDHNSLASVPCTLLTACFYVAMFASLCFITEIALDRYYAIVYMRYRPVKQACLFSIFWWIFAVIIAIPHFMVVTKKDNQCMTDYDYLEVSYPIILNVELMLGAFVIPLSVISYCYYRISRIVAVSQSRHKGRIVRVLIAVVLVFIIFWLPYHLTLFVDTLKLLKWISSSCEFERSLKRALILTESLAFCHCCLNPLLYVFVGTKFRQELHCLLAEFRQRLFSRDVSWYHSMSFSRRSSPSRRETSSDTLSDEVCRVSQIIP. The pIC50 is 4.0. (8) The small molecule is NC(=NCCC[C@H](N)C[C@H](O)CCO)N[N+](=O)[O-]. The target protein (P29477) has sequence MACPWKFLFKVKSYQSDLKEEKDINNNVKKTPCAVLSPTIQDDPKSHQNGSPQLLTGTAQNVPESLDKLHVTSTRPQYVRIKNWGSGEILHDTLHHKATSDFTCKSKSCLGSIMNPKSLTRGPRDKPTPLEELLPHAIEFINQYYGSFKEAKIEEHLARLEAVTKEIETTGTYQLTLDELIFATKMAWRNAPRCIGRIQWSNLQVFDARNCSTAQEMFQHICRHILYATNNGNIRSAITVFPQRSDGKHDFRLWNSQLIRYAGYQMPDGTIRGDAATLEFTQLCIDLGWKPRYGRFDVLPLVLQADGQDPEVFEIPPDLVLEVTMEHPKYEWFQELGLKWYALPAVANMLLEVGGLEFPACPFNGWYMGTEIGVRDFCDTQRYNILEEVGRRMGLETHTLASLWKDRAVTEINVAVLHSFQKQNVTIMDHHTASESFMKHMQNEYRARGGCPADWIWLVPPVSGSITPVFHQEMLNYVLSPFYYYQIEPWKTHIWQNEKL.... The pIC50 is 2.9.